This data is from Reaction yield outcomes from USPTO patents with 853,638 reactions. The task is: Predict the reaction yield, written as a fraction of the theoretical maximum amount of product (1.0 means a 100% yield; for example, 0.34 means a 34% yield). (1) The reactants are [NH2:1][C:2]1[CH:7]=[CH:6][C:5]([CH3:8])=[CH:4][CH:3]=1.CCN(CC)CC.[Cl:16][C:17]1[CH:25]=[CH:24][C:20]([C:21](Cl)=[O:22])=[CH:19][C:18]=1[C:26]([F:29])([F:28])[F:27]. The catalyst is C(Cl)Cl. The product is [Cl:16][C:17]1[CH:25]=[CH:24][C:20]([C:21]([NH:1][C:2]2[CH:7]=[CH:6][C:5]([CH3:8])=[CH:4][CH:3]=2)=[O:22])=[CH:19][C:18]=1[C:26]([F:27])([F:28])[F:29]. The yield is 0.970. (2) The yield is 0.700. The product is [C:6]([C:7]1[CH:12]=[CH:11][C:10]([C:3](=[O:5])[CH:4]=[CH:6][C:7]2[CH:12]=[CH:11][CH:10]=[CH:9][CH:8]=2)=[CH:9][CH:8]=1)([OH:1])=[O:13]. The reactants are [OH-:1].[Na+].[CH2:3]([OH:5])[CH3:4].[CH:6](=[O:13])[C:7]1[CH:12]=[CH:11][CH:10]=[CH:9][CH:8]=1.Cl. The catalyst is O. (3) The reactants are C([O-])([O-])=O.[Na+].[Na+].FC(F)(F)S(O[C:13]1[CH2:14][CH2:15][N:16]([C:19]([O:21][C:22]([CH3:25])([CH3:24])[CH3:23])=[O:20])[CH2:17][CH:18]=1)(=O)=O.S(O)(O)(=O)=O.[NH2:33][C:34]1[CH:35]=[C:36](B(O)O)[CH:37]=[CH:38][CH:39]=1.[NH2:33][C:34]1[CH:39]=[C:38](B(O)O)[CH:37]=[CH:36][CH:35]=1.[Cl-].[Li+]. The catalyst is C(COC)OC. The product is [NH2:33][C:34]1[CH:39]=[C:38]([C:13]2[CH2:14][CH2:15][N:16]([C:19]([O:21][C:22]([CH3:25])([CH3:24])[CH3:23])=[O:20])[CH2:17][CH:18]=2)[CH:37]=[CH:36][CH:35]=1. The yield is 0.810. (4) The reactants are [C:1]1([C:7]2[NH:11][CH:10]=[C:9]([C:12](OCC)=[O:13])[CH:8]=2)[CH:6]=[CH:5][CH:4]=[CH:3][CH:2]=1.[H-].C([Al+]CC(C)C)C(C)C.O. The catalyst is O1CCCC1.C1(C)C=CC=CC=1. The product is [C:1]1([C:7]2[NH:11][CH:10]=[C:9]([CH2:12][OH:13])[CH:8]=2)[CH:6]=[CH:5][CH:4]=[CH:3][CH:2]=1. The yield is 0.870.